This data is from Peptide-MHC class I binding affinity with 185,985 pairs from IEDB/IMGT. The task is: Regression. Given a peptide amino acid sequence and an MHC pseudo amino acid sequence, predict their binding affinity value. This is MHC class I binding data. The peptide sequence is DAYRAIHSL. The binding affinity (normalized) is 0.752. The MHC is HLA-B14:01 with pseudo-sequence HLA-B14:02.